Predict hERG channel inhibition at various concentrations. From a dataset of hERG Central: cardiac toxicity at 1µM, 10µM, and general inhibition. (1) The molecule is COc1ccc(-c2cc(=O)oc3c(C)c(OCC(=O)NCCCn4ccnc4)ccc23)cc1. Results: hERG_inhib (hERG inhibition (general)): blocker. (2) The molecule is CN(Cc1cccnc1)C(=O)Cc1ccc(NS(=O)(=O)c2cccc(C(F)(F)F)c2)cc1. Results: hERG_inhib (hERG inhibition (general)): blocker. (3) The compound is COC(=O)C1=C(c2ccc(F)cc2OCc2ccccc2)C[C@@H]2CC[C@H]1N2C(=O)NCC1CC1. Results: hERG_inhib (hERG inhibition (general)): blocker.